Dataset: Full USPTO retrosynthesis dataset with 1.9M reactions from patents (1976-2016). Task: Predict the reactants needed to synthesize the given product. (1) Given the product [C:8]([C:6]1[CH:7]=[C:2]([C:34]#[C:33][Si:30]([CH3:32])([CH3:31])[CH3:29])[CH:3]=[C:4]([C:13]([CH3:16])([CH3:15])[CH3:14])[C:5]=1[OH:12])([CH3:11])([CH3:10])[CH3:9], predict the reactants needed to synthesize it. The reactants are: Br[C:2]1[CH:7]=[C:6]([C:8]([CH3:11])([CH3:10])[CH3:9])[C:5]([OH:12])=[C:4]([C:13]([CH3:16])([CH3:15])[CH3:14])[CH:3]=1.C(N(CC)CC)C.O1CCCC1.[CH3:29][Si:30]([C:33]#[CH:34])([CH3:32])[CH3:31]. (2) The reactants are: [Cl-].[NH4+:2].P([O:4][C:5](=[O:12])[C:6]1[CH:11]=[CH:10][CH:9]=[CH:8][CH:7]=1)([O:4][C:5](=[O:12])[C:6]1[CH:11]=[CH:10][CH:9]=[CH:8][CH:7]=1)[O:4][C:5](=[O:12])[C:6]1[CH:11]=[CH:10][CH:9]=[CH:8][CH:7]=1. Given the product [C:5]([O-:12])(=[O:4])[C:6]1[CH:11]=[CH:10][CH:9]=[CH:8][CH:7]=1.[NH4+:2], predict the reactants needed to synthesize it. (3) Given the product [CH2:14]1[C:10]2([CH2:25][CH2:26][NH:8][CH2:9]2)[CH2:11][CH2:12][N:13]1[C:15]1[CH:24]=[CH:23][C:18]([C:19]([O:21][CH3:22])=[O:20])=[CH:17][N:16]=1, predict the reactants needed to synthesize it. The reactants are: C([N:8]1[CH2:26][CH2:25][C:10]2([CH2:14][N:13]([C:15]3[CH:24]=[CH:23][C:18]([C:19]([O:21][CH3:22])=[O:20])=[CH:17][N:16]=3)[CH2:12][CH2:11]2)[CH2:9]1)C1C=CC=CC=1. (4) Given the product [NH2:7][C:8]1([CH2:23][C:24](=[O:30])[C:25]2[S:26][CH:27]=[CH:28][CH:29]=2)[C:16]2[C:11](=[CH:12][CH:13]=[CH:14][CH:15]=2)[N:10]([CH2:17][CH2:18][CH2:19][CH2:20][CH3:21])[C:9]1=[O:22], predict the reactants needed to synthesize it. The reactants are: C(OC(=O)[NH:7][C:8]1([CH2:23][C:24](=[O:30])[C:25]2[S:26][CH:27]=[CH:28][CH:29]=2)[C:16]2[C:11](=[CH:12][CH:13]=[CH:14][CH:15]=2)[N:10]([CH2:17][CH2:18][CH2:19][CH2:20][CH3:21])[C:9]1=[O:22])(C)(C)C.FC(F)(F)C(O)=O.C([O-])(O)=O.[Na+].